This data is from Cav3 T-type calcium channel HTS with 100,875 compounds. The task is: Binary Classification. Given a drug SMILES string, predict its activity (active/inactive) in a high-throughput screening assay against a specified biological target. (1) The molecule is S1(=O)(=O)C(CC(=O)N(c2c1cccc2)CC(=O)NCc1ccccc1)(C)C. The result is 0 (inactive). (2) The result is 0 (inactive). The compound is O=C1N(C2CCCCCCC2)CC(C1)C(=O)NCc1ccc(cc1)C. (3) The molecule is O=C1NC2(CCCCCC2)Cc2c1cccc2. The result is 0 (inactive). (4) The drug is O=C(N1CCCCCC1)Cn1c(=O)c2c(cc1)c(OC)ccc2. The result is 0 (inactive). (5) The drug is Clc1ccc(C(N2CCN(CC2)C(=O)c2occc2)C(=O)NCCCOCC)cc1. The result is 0 (inactive). (6) The molecule is O=C(N1CCCCC1)CCc1c(n2ncnc2nc1C)C. The result is 0 (inactive). (7) The molecule is Brc1ccc(C(NC(OCc2ccccc2)=O)CC(O)=O)cc1. The result is 0 (inactive). (8) The drug is OC(=O)CC(n1cccc1)c1cc(ccc1)C. The result is 0 (inactive).